Dataset: Full USPTO retrosynthesis dataset with 1.9M reactions from patents (1976-2016). Task: Predict the reactants needed to synthesize the given product. (1) Given the product [Al+3:21].[C:1]1([CH2:7][CH2:8][P:9]([O-:11])[O-:10])[CH:6]=[CH:5][CH:4]=[CH:3][CH:2]=1.[C:1]1([CH2:7][CH2:8][P:9]([O-:11])[O-:10])[CH:6]=[CH:5][CH:4]=[CH:3][CH:2]=1.[C:1]1([CH2:7][CH2:8][P:9]([O-:11])[O-:10])[CH:6]=[CH:5][CH:4]=[CH:3][CH:2]=1.[Al+3:21], predict the reactants needed to synthesize it. The reactants are: [C:1]1([CH2:7][CH2:8][P:9]([OH:11])[OH:10])[CH:6]=[CH:5][CH:4]=[CH:3][CH:2]=1.[OH-].[Na+].O.O.O.O.O.O.[Cl-].[Al+3:21].[Cl-].[Cl-]. (2) Given the product [F:29][C:30]1[C:35]([C@@H:36]([N:38]2[CH2:39][C@H:40]([CH3:41])[O:42][C:7](=[O:8])[C:9]2=[O:24])[CH3:37])=[CH:34][CH:33]=[C:32]([F:43])[N:31]=1, predict the reactants needed to synthesize it. The reactants are: C1(C)C=CC([C:7]([C@:9](C(O)=O)([OH:24])[C@](C(C2C=CC(C)=CC=2)=O)(O)C(O)=O)=[O:8])=CC=1.[F:29][C:30]1[C:35]([C@@H:36]([NH:38][CH2:39][C@@H:40]([OH:42])[CH3:41])[CH3:37])=[CH:34][CH:33]=[C:32]([F:43])[N:31]=1.